Task: Predict the reactants needed to synthesize the given product.. Dataset: Full USPTO retrosynthesis dataset with 1.9M reactions from patents (1976-2016) (1) Given the product [C:34]([O:33][C:31]([N:28]1[CH2:29][CH2:30][CH:26]([CH2:25][NH:24][C:13]([C:12]2[C:6]3[C:7](=[N:8][CH:9]=[C:4]([CH:1]4[CH2:2][CH2:3]4)[N:5]=3)[N:10]([CH2:16][O:17][CH2:18][CH2:19][Si:20]([CH3:23])([CH3:22])[CH3:21])[CH:11]=2)=[O:14])[CH2:27]1)=[O:32])([CH3:37])([CH3:36])[CH3:35], predict the reactants needed to synthesize it. The reactants are: [CH:1]1([C:4]2[N:5]=[C:6]3[C:12]([C:13](O)=[O:14])=[CH:11][N:10]([CH2:16][O:17][CH2:18][CH2:19][Si:20]([CH3:23])([CH3:22])[CH3:21])[C:7]3=[N:8][CH:9]=2)[CH2:3][CH2:2]1.[NH2:24][CH2:25][CH:26]1[CH2:30][CH2:29][N:28]([C:31]([O:33][C:34]([CH3:37])([CH3:36])[CH3:35])=[O:32])[CH2:27]1.C1C=CC2N(O)N=NC=2C=1.C(Cl)CCl.C(N(CC)C(C)C)(C)C. (2) Given the product [CH2:15]([O:17][C:18](=[O:28])[C:19]([C:8]([C:7]1[CH:6]=[N:5][C:4]([CH3:12])=[C:3]([CH3:2])[CH:11]=1)=[O:9])=[CH:20][NH:21][C:22]1[CH:27]=[CH:26][CH:25]=[CH:24][CH:23]=1)[CH3:16], predict the reactants needed to synthesize it. The reactants are: Cl.[CH3:2][C:3]1[C:4]([CH3:12])=[N:5][CH:6]=[C:7]([CH:11]=1)[C:8](Cl)=[O:9].[H-].[Na+].[CH2:15]([O:17][C:18](=[O:28])[CH:19]=[CH:20][NH:21][C:22]1[CH:27]=[CH:26][CH:25]=[CH:24][CH:23]=1)[CH3:16].O. (3) Given the product [Cl:17][Si:18]([Cl:20])([Cl:19])[CH:10]([C:11]1[CH:12]=[CH:13][CH:14]=[CH:15][CH:16]=1)[CH:9]=[CH:8][CH:7]([Si:18]([Cl:20])([Cl:19])[Cl:17])[C:1]1[CH:6]=[CH:5][CH:4]=[CH:3][CH:2]=1, predict the reactants needed to synthesize it. The reactants are: [C:1]1([CH:7]=[CH:8][CH:9]=[CH:10][C:11]2[CH:16]=[CH:15][CH:14]=[CH:13][CH:12]=2)[CH:6]=[CH:5][CH:4]=[CH:3][CH:2]=1.[Cl:17][SiH:18]([Cl:20])[Cl:19]. (4) Given the product [C:16]([O:20][C:21]([N:23]1[CH2:24][CH2:25][CH:26]([CH2:29][N:4]([CH:5]2[CH2:6][CH2:7][C:8]3[C:13](=[CH:12][C:11]([OH:15])=[CH:10][CH:9]=3)[CH2:14]2)[CH2:1][CH2:2][CH3:3])[CH2:27][CH2:28]1)=[O:22])([CH3:17])([CH3:18])[CH3:19], predict the reactants needed to synthesize it. The reactants are: [CH2:1]([NH:4][CH:5]1[CH2:14][C:13]2[CH:12]=[C:11]([OH:15])[CH:10]=[CH:9][C:8]=2[CH2:7][CH2:6]1)[CH2:2][CH3:3].[C:16]([O:20][C:21]([N:23]1[CH2:28][CH2:27][CH:26]([CH:29]=O)[CH2:25][CH2:24]1)=[O:22])([CH3:19])([CH3:18])[CH3:17].C(O[BH-](OC(=O)C)OC(=O)C)(=O)C.[Na+]. (5) Given the product [CH2:1]([O:3][C:4]1[CH:8]=[C:7]([NH:9][C:18](=[O:26])[O:19][C:20]2[CH:25]=[CH:24][CH:23]=[CH:22][CH:21]=2)[N:6]([C:10]2[CH:15]=[CH:14][CH:13]=[CH:12][CH:11]=2)[N:5]=1)[CH3:2], predict the reactants needed to synthesize it. The reactants are: [CH2:1]([O:3][C:4]1[CH:8]=[C:7]([NH2:9])[N:6]([C:10]2[CH:15]=[CH:14][CH:13]=[CH:12][CH:11]=2)[N:5]=1)[CH3:2].[OH-].[Na+].[C:18](Cl)(=[O:26])[O:19][C:20]1[CH:25]=[CH:24][CH:23]=[CH:22][CH:21]=1. (6) Given the product [Si:21]([O:20][CH2:19][CH2:18][O:14][C:11]1[CH:10]=[C:9]([CH:15]=[O:16])[C:8]([C:5]2[CH:4]=[CH:3][C:2]([Cl:1])=[CH:7][CH:6]=2)=[CH:13][CH:12]=1)([C:24]([CH3:27])([CH3:26])[CH3:25])([CH3:23])[CH3:22], predict the reactants needed to synthesize it. The reactants are: [Cl:1][C:2]1[CH:7]=[CH:6][C:5]([C:8]2[C:9]([CH:15]=[O:16])=[CH:10][C:11]([OH:14])=[CH:12][CH:13]=2)=[CH:4][CH:3]=1.Br[CH2:18][CH2:19][O:20][Si:21]([C:24]([CH3:27])([CH3:26])[CH3:25])([CH3:23])[CH3:22].C(=O)([O-])[O-].[Cs+].[Cs+].